This data is from Forward reaction prediction with 1.9M reactions from USPTO patents (1976-2016). The task is: Predict the product of the given reaction. (1) Given the reactants [CH2:1]([C:7]1[CH:8]=[C:9]2[C:14](=[CH:15][C:16]=1[OH:17])[O:13]/[C:12](=[N:18]\[NH:19][C:20](=[O:29])[C:21]1[CH:26]=[CH:25][CH:24]=[C:23]([O:27][CH3:28])[CH:22]=1)/[C:11]([C:30](N)=[O:31])=[CH:10]2)[CH2:2][CH2:3][CH2:4][CH2:5][CH3:6], predict the reaction product. The product is: [CH2:1]([C:7]1[CH:8]=[C:9]2[C:14](=[CH:15][C:16]=1[OH:17])[O:13][C:30](=[O:31])[C:11]([C:12]1[O:29][C:20]([C:21]3[CH:26]=[CH:25][CH:24]=[C:23]([O:27][CH3:28])[CH:22]=3)=[N:19][N:18]=1)=[CH:10]2)[CH2:2][CH2:3][CH2:4][CH2:5][CH3:6]. (2) Given the reactants [Br:1][C:2]1[CH:22]=[CH:21][C:5]([N:6]([CH2:13][C:14]2[CH:19]=[CH:18][C:17]([Cl:20])=[CH:16][CH:15]=2)[CH2:7][CH2:8][C:9]([F:12])([F:11])[F:10])=[C:4]([N+:23]([O-])=O)[CH:3]=1.C(N(CCC(F)(F)F)C1C=CC(Br)=CC=1[N+]([O-])=O)C1C=CC=CC=1.C(N(CCC(F)(F)F)C1C(N)=CC(Br)=CC=1)C1C=CC=CC=1, predict the reaction product. The product is: [Br:1][C:2]1[CH:3]=[C:4]([NH2:23])[C:5]([N:6]([CH2:13][C:14]2[CH:15]=[CH:16][C:17]([Cl:20])=[CH:18][CH:19]=2)[CH2:7][CH2:8][C:9]([F:11])([F:12])[F:10])=[CH:21][CH:22]=1. (3) Given the reactants [NH:1]1[C:5]2[CH:6]=[CH:7][CH:8]=[CH:9][C:4]=2[N:3]=[C:2]1[C:10]([C:12]1[CH:17]=[CH:16][C:15]([O:18][C:19]2[C:24]([C:25]3[CH2:26][CH2:27][O:28][CH2:29][CH:30]=3)=[CH:23][CH:22]=[CH:21][N:20]=2)=[CH:14][CH:13]=1)=[O:11].I[CH3:32], predict the reaction product. The product is: [O:28]1[CH2:27][CH:26]=[C:25]([C:24]2[C:19]([O:18][C:15]3[CH:14]=[CH:13][C:12]([C:10]([C:2]4[N:3]([CH3:32])[C:4]5[CH:9]=[CH:8][CH:7]=[CH:6][C:5]=5[N:1]=4)=[O:11])=[CH:17][CH:16]=3)=[N:20][CH:21]=[CH:22][CH:23]=2)[CH2:30][CH2:29]1. (4) Given the reactants [CH3:1][C:2]1[N:6]=[C:5]([CH3:7])[S:4][C:3]=1/[CH:8]=[CH:9]/[C:10](N(C)C)=O.[N+:15]([O-:18])(O)=[O:16].[OH:19][C:20]1[CH:25]=[CH:24][C:23]([NH:26][C:27]([NH2:29])=[NH:28])=[C:22]([N+]([O-])=O)[CH:21]=1.[OH-].[Na+], predict the reaction product. The product is: [CH3:7][C:5]1[S:4][C:3]([C:8]2[CH:9]=[CH:10][N:29]=[C:27]([NH:26][C:23]3[CH:24]=[CH:25][C:20]([OH:19])=[C:21]([N+:15]([O-:18])=[O:16])[CH:22]=3)[N:28]=2)=[C:2]([CH3:1])[N:6]=1. (5) Given the reactants [Li][CH2:2][CH2:3][CH2:4][CH3:5].[C:6](#[N:8])[CH3:7].C(C1CCC1)C.C(#N)C.[C:18](=O)=[O:19], predict the reaction product. The product is: [CH:5]1([C:18](=[O:19])[CH2:7][C:6]#[N:8])[CH2:4][CH2:3][CH2:2]1. (6) Given the reactants [CH2:1]([O:3][C:4](=[O:24])[CH2:5][C:6]1[CH:11]=[CH:10][CH:9]=[C:8]([S:12][C:13]2[C:21]3[C:16](=[CH:17][C:18]([Cl:22])=[CH:19][CH:20]=3)[NH:15][C:14]=2[CH3:23])[CH:7]=1)[CH3:2].Br[C:26]1[CH:27]=[N:28][N:29]([CH3:31])[CH:30]=1, predict the reaction product. The product is: [CH2:1]([O:3][C:4](=[O:24])[CH2:5][C:6]1[CH:11]=[CH:10][CH:9]=[C:8]([S:12][C:13]2[C:21]3[C:16](=[CH:17][C:18]([Cl:22])=[CH:19][CH:20]=3)[N:15]([C:26]3[CH:27]=[N:28][N:29]([CH3:31])[CH:30]=3)[C:14]=2[CH3:23])[CH:7]=1)[CH3:2].